Dataset: Forward reaction prediction with 1.9M reactions from USPTO patents (1976-2016). Task: Predict the product of the given reaction. (1) The product is: [N:1]([CH2:18][CH:16]([OH:17])[CH2:15][N:12]1[CH2:13][CH2:14][CH:9]([CH2:8][C:7]2[CH:19]=[C:20]([O:23][CH3:24])[CH:21]=[CH:22][C:6]=2[Br:5])[CH2:10][CH2:11]1)=[N+:2]=[N-:3]. Given the reactants [N-:1]=[N+:2]=[N-:3].[Na+].[Br:5][C:6]1[CH:22]=[CH:21][C:20]([O:23][CH3:24])=[CH:19][C:7]=1[CH2:8][CH:9]1[CH2:14][CH2:13][N:12]([CH2:15][CH:16]2[CH2:18][O:17]2)[CH2:11][CH2:10]1.C(=O)([O-])[O-].[K+].[K+], predict the reaction product. (2) Given the reactants Cl[C:2]1[N:6]([C:7]2[CH:12]=[CH:11][CH:10]=[CH:9][CH:8]=2)[N:5]=[N:4][N:3]=1.[N:13]1(C(OC(C)(C)C)=O)[CH2:18][CH2:17][NH:16][CH2:15][CH2:14]1, predict the reaction product. The product is: [C:7]1([N:6]2[C:2]([N:13]3[CH2:18][CH2:17][NH:16][CH2:15][CH2:14]3)=[N:3][N:4]=[N:5]2)[CH:12]=[CH:11][CH:10]=[CH:9][CH:8]=1.